Dataset: Full USPTO retrosynthesis dataset with 1.9M reactions from patents (1976-2016). Task: Predict the reactants needed to synthesize the given product. (1) Given the product [F:37][C:38]([F:43])([F:42])[C:39]([OH:41])=[O:40].[CH2:19]([N:18]([C:28]1[O:29][C:30]2[C:31]([N:36]=1)=[N:32][CH:33]=[CH:34][CH:35]=2)[CH2:17][CH2:16][C:14]1[N:15]=[C:11]([S:10][C:7]([CH3:8])([CH3:9])[C:6]([OH:5])=[O:26])[S:12][CH:13]=1)[CH2:20][CH2:21][CH2:22][CH2:23][CH2:24][CH3:25], predict the reactants needed to synthesize it. The reactants are: C([O:5][C:6](=[O:26])[C:7]([S:10][C:11]1[S:12][CH:13]=[C:14]([CH2:16][CH2:17][NH:18][CH2:19][CH2:20][CH2:21][CH2:22][CH2:23][CH2:24][CH3:25])[N:15]=1)([CH3:9])[CH3:8])(C)(C)C.Cl[C:28]1[O:29][C:30]2[C:31]([N:36]=1)=[N:32][CH:33]=[CH:34][CH:35]=2.[F:37][C:38]([F:43])([F:42])[C:39]([OH:41])=[O:40]. (2) Given the product [CH3:31][N:32]([CH3:33])[C:18]([C@@H:16]1[CH2:17][C@H:15]1[C:12]1[CH:13]=[CH:14][C:9]([NH:8][CH2:7][C:6]2[S:5][C:4]([C:21]3[CH:26]=[CH:25][C:24]([C:27]([F:29])([F:28])[F:30])=[CH:23][CH:22]=3)=[N:3][C:2]=2[CH3:1])=[CH:10][CH:11]=1)=[O:20], predict the reactants needed to synthesize it. The reactants are: [CH3:1][C:2]1[N:3]=[C:4]([C:21]2[CH:26]=[CH:25][C:24]([C:27]([F:30])([F:29])[F:28])=[CH:23][CH:22]=2)[S:5][C:6]=1[CH2:7][NH:8][C:9]1[CH:14]=[CH:13][C:12]([C@@H:15]2[CH2:17][C@H:16]2[C:18]([OH:20])=O)=[CH:11][CH:10]=1.[CH3:31][N:32](C(ON1N=NC2C=CC=NC1=2)=[N+](C)C)[CH3:33].F[P-](F)(F)(F)(F)F.CNC. (3) Given the product [C:9]([O:13][C:14]([N:16]1[CH2:20][CH2:19][CH2:18][CH:17]1[CH2:21][CH2:22][NH:23][CH:5]1[CH2:6][CH2:7][N:2]([CH3:1])[CH2:3][CH2:4]1)=[O:15])([CH3:12])([CH3:11])[CH3:10], predict the reactants needed to synthesize it. The reactants are: [CH3:1][N:2]1[CH2:7][CH2:6][C:5](=O)[CH2:4][CH2:3]1.[C:9]([O:13][C:14]([N:16]1[CH2:20][CH2:19][CH2:18][CH:17]1[CH2:21][CH2:22][NH2:23])=[O:15])([CH3:12])([CH3:11])[CH3:10]. (4) The reactants are: C1(C2OC(C(F)(F)F)=C(C(NC3C=CC(C4C=CC(C([C@@H]5CCC[C@H]5C(O)=O)=O)=CC=4)=CC=3)=O)N=2)C=CC=CC=1.[C:41]1([C:47]2[O:48][C:49]([C:78]([F:81])([F:80])[F:79])=[C:50]([C:52]([NH:54][C:55]3[CH:60]=[CH:59][C:58]([C:61]4[CH:66]=[CH:65][C:64]([C:67]([CH:69]5[CH2:74][CH2:73][CH2:72][CH2:71][CH:70]5[C:75]([OH:77])=[O:76])=[O:68])=[CH:63][CH:62]=4)=[CH:57][CH:56]=3)=[O:53])[N:51]=2)[CH:46]=[CH:45][CH:44]=[CH:43][CH:42]=1.C1(C2OC(C(F)(F)F)=C(C(O)=O)N=2)C=CC=CC=1.NC1C=CC(C2C=CC(C([C@H]3CCCC[C@H]3C(O)=O)=O)=CC=2)=CC=1. Given the product [C:41]1([C:47]2[O:48][C:49]([C:78]([F:80])([F:81])[F:79])=[C:50]([C:52]([NH:54][C:55]3[CH:56]=[CH:57][C:58]([C:61]4[CH:66]=[CH:65][C:64]([C:67]([C@@H:69]5[CH2:74][CH2:73][CH2:72][CH2:71][C@@H:70]5[C:75]([OH:77])=[O:76])=[O:68])=[CH:63][CH:62]=4)=[CH:59][CH:60]=3)=[O:53])[N:51]=2)[CH:46]=[CH:45][CH:44]=[CH:43][CH:42]=1, predict the reactants needed to synthesize it. (5) Given the product [CH2:26]([O:8][C:7](=[O:9])[C:6]1[CH:10]=[CH:11][C:12]([Cl:13])=[C:4]([NH2:3])[CH:5]=1)[CH2:25][CH2:24][CH2:23][CH2:22][CH2:21][CH2:20][CH2:19][CH2:18][CH2:17][CH2:16][CH3:15], predict the reactants needed to synthesize it. The reactants are: [OH-].[K+].[NH2:3][C:4]1[CH:5]=[C:6]([CH:10]=[CH:11][C:12]=1[Cl:13])[C:7]([OH:9])=[O:8].Br[CH2:15][CH2:16][CH2:17][CH2:18][CH2:19][CH2:20][CH2:21][CH2:22][CH2:23][CH2:24][CH2:25][CH3:26]. (6) The reactants are: Cl[SiH2:2][Cl:3].[CH3:4][CH:5]1[CH2:10][CH2:9][CH2:8][CH:7]([CH3:11])[NH:6]1.C(N(CC)CC)C.Cl. Given the product [CH3:4][CH:5]1[CH2:10][CH2:9][CH2:8][CH:7]([CH3:11])[N:6]1[SiH2:2][Cl:3], predict the reactants needed to synthesize it.